From a dataset of Forward reaction prediction with 1.9M reactions from USPTO patents (1976-2016). Predict the product of the given reaction. (1) Given the reactants [OH:1][C@H:2]1[CH2:22][CH2:21][C@@:20]2([CH3:23])[CH:4]([CH2:5][CH2:6][C:7]3[C:8]4[C@:16]([CH3:24])([CH2:17][CH2:18][C:19]=32)[C@@H:11]([C@H:12]([CH3:15])[CH:13]=O)[CH2:10][CH:9]=4)[C:3]1([CH3:26])[CH3:25].[NH:27]1[CH2:31][CH2:30][CH2:29][CH2:28]1.C(O[BH-](OC(=O)C)OC(=O)C)(=O)C.[Na+], predict the reaction product. The product is: [N:27]1([CH2:13][C@H:12]([C@@H:11]2[C@:16]3([CH3:24])[C:8]([C:7]4[CH2:6][CH2:5][C@@H:4]5[C@:20]([C:19]=4[CH2:18][CH2:17]3)([CH3:23])[CH2:21][CH2:22][C@H:2]([OH:1])[C:3]5([CH3:26])[CH3:25])=[CH:9][CH2:10]2)[CH3:15])[CH2:31][CH2:30][CH2:29][CH2:28]1. (2) Given the reactants [NH:1]([C:10]([O:12][CH2:13][C:14]1[CH:19]=[CH:18][C:17]([CH2:20][CH2:21][C:22]2[CH:27]=[CH:26][C:25]([N:28]3[CH2:33][CH2:32][N:31]([C:34](=[O:36])[CH3:35])[CH2:30][CH2:29]3)=[CH:24][N:23]=2)=[CH:16][CH:15]=1)=[O:11])[NH:2]C(OC(C)(C)C)=O.O1CCOCC1.[ClH:43], predict the reaction product. The product is: [ClH:43].[ClH:43].[ClH:43].[NH:1]([C:10]([O:12][CH2:13][C:14]1[CH:19]=[CH:18][C:17]([CH2:20][CH2:21][C:22]2[CH:27]=[CH:26][C:25]([N:28]3[CH2:33][CH2:32][N:31]([C:34](=[O:36])[CH3:35])[CH2:30][CH2:29]3)=[CH:24][N:23]=2)=[CH:16][CH:15]=1)=[O:11])[NH2:2]. (3) Given the reactants Cl[C:2]1[C:11]2[C:6](=[CH:7][CH:8]=[C:9]([O:12][CH3:13])[CH:10]=2)[C:5]([CH2:14][CH3:15])=[N:4][N:3]=1.[NH2:16][CH:17]1[CH2:22][CH2:21][N:20]([CH2:23][C:24]2[CH:29]=[CH:28][CH:27]=[CH:26][CH:25]=2)[CH2:19][CH2:18]1, predict the reaction product. The product is: [CH2:23]([N:20]1[CH2:21][CH2:22][CH:17]([NH:16][C:2]2[C:11]3[C:6](=[CH:7][CH:8]=[C:9]([O:12][CH3:13])[CH:10]=3)[C:5]([CH2:14][CH3:15])=[N:4][N:3]=2)[CH2:18][CH2:19]1)[C:24]1[CH:25]=[CH:26][CH:27]=[CH:28][CH:29]=1. (4) Given the reactants [CH2:1]([N:8]1[C:16]2[C:11](=[CH:12][CH:13]=[C:14]([Cl:17])[CH:15]=2)[C:10]([S:18][C:19]2[CH:20]=[C:21]([CH:25]=[CH:26][CH:27]=2)[CH:22]=[N:23]O)=[C:9]1[CH3:28])[C:2]1[CH:7]=[CH:6][CH:5]=[CH:4][CH:3]=1, predict the reaction product. The product is: [CH2:1]([N:8]1[C:16]2[C:11](=[CH:12][CH:13]=[C:14]([Cl:17])[CH:15]=2)[C:10]([S:18][C:19]2[CH:20]=[C:21]([CH:25]=[CH:26][CH:27]=2)[C:22]#[N:23])=[C:9]1[CH3:28])[C:2]1[CH:3]=[CH:4][CH:5]=[CH:6][CH:7]=1. (5) Given the reactants [CH3:1][C:2]1([CH3:9])[CH2:7][CH:6]([NH2:8])[CH2:5][CH2:4][O:3]1.Cl[C:11]1[CH:16]=[C:15]([C:17]2[CH:22]=[CH:21][CH:20]=[C:19]([CH3:23])[C:18]=2[CH3:24])[N:14]=[C:13]([NH2:25])[N:12]=1, predict the reaction product. The product is: [CH3:1][C:2]1([CH3:9])[CH2:7][CH:6]([NH:8][C:11]2[CH:16]=[C:15]([C:17]3[CH:22]=[CH:21][CH:20]=[C:19]([CH3:23])[C:18]=3[CH3:24])[N:14]=[C:13]([NH2:25])[N:12]=2)[CH2:5][CH2:4][O:3]1. (6) Given the reactants [F:1][C:2]1[CH:3]=[C:4]([NH:17][C:18]([NH:20][CH2:21][CH2:22]F)=[O:19])[CH:5]=[CH:6][C:7]=1[B:8]1[O:12][C:11]([CH3:14])([CH3:13])[C:10]([CH3:16])([CH3:15])[O:9]1.C(CN)[OH:25], predict the reaction product. The product is: [F:1][C:2]1[CH:3]=[C:4]([NH:17][C:18]([NH:20][CH2:21][CH2:22][OH:25])=[O:19])[CH:5]=[CH:6][C:7]=1[B:8]1[O:12][C:11]([CH3:14])([CH3:13])[C:10]([CH3:16])([CH3:15])[O:9]1. (7) The product is: [S:43]1[C:39]2[CH:38]=[CH:37][C:36]([NH:1][C:2]3[CH:14]=[C:13]([C:15]4[CH:20]=[CH:19][CH:18]=[C:17]([O:21][C:22]([O:24][C:25]([CH3:28])([CH3:27])[CH3:26])=[O:23])[CH:16]=4)[CH:12]=[CH:11][C:3]=3[C:4]([O:6][C:7]([CH3:10])([CH3:9])[CH3:8])=[O:5])=[CH:44][C:40]=2[CH:41]=[CH:42]1. Given the reactants [NH2:1][C:2]1[CH:14]=[C:13]([C:15]2[CH:20]=[CH:19][CH:18]=[C:17]([O:21][C:22]([O:24][C:25]([CH3:28])([CH3:27])[CH3:26])=[O:23])[CH:16]=2)[CH:12]=[CH:11][C:3]=1[C:4]([O:6][C:7]([CH3:10])([CH3:9])[CH3:8])=[O:5].C(=O)([O-])[O-].[Cs+].[Cs+].Br[C:36]1[CH:37]=[CH:38][C:39]2[S:43][CH:42]=[CH:41][C:40]=2[CH:44]=1.C1(P(C2CCCCC2)C2C=CC=CC=2C2C(C(C)C)=CC(C(C)C)=CC=2C(C)C)CCCCC1.C(O)(=O)CC(CC(O)=O)(C(O)=O)O, predict the reaction product. (8) Given the reactants [C:1]([C:3]1[C:4]([CH3:28])=[C:5]([CH:10]([OH:27])[CH2:11][N:12]2[CH2:17][CH2:16][N:15]([C:18]([O:20][C:21]([CH3:24])([CH3:23])[CH3:22])=[O:19])[CH2:14][C@H:13]2[CH2:25]O)[CH:6]=[CH:7][C:8]=1[F:9])#[N:2].C(N(CC)CC)C.S(Cl)(C)(=O)=O.[C:41]([O-:44])(=[S:43])[CH3:42].[K+], predict the reaction product. The product is: [C:41]([S:43][CH2:25][C@H:13]1[N:12]([CH2:11][CH:10]([C:5]2[CH:6]=[CH:7][C:8]([F:9])=[C:3]([C:1]#[N:2])[C:4]=2[CH3:28])[OH:27])[CH2:17][CH2:16][N:15]([C:18]([O:20][C:21]([CH3:23])([CH3:24])[CH3:22])=[O:19])[CH2:14]1)(=[O:44])[CH3:42]. (9) Given the reactants Cl[C:2]1[N:7]=[CH:6][C:5]([C:8]2[C:9]([CH2:16][CH3:17])=[C:10]([CH:13]=[CH:14][CH:15]=2)[CH:11]=[O:12])=[CH:4][N:3]=1.CC1(C)C(C)(C)OB([C:26]2[CH:31]=[CH:30][C:29]([O:32][CH:33]([CH3:35])[CH3:34])=[C:28]([C:36]([F:39])([F:38])[F:37])[CH:27]=2)O1.P([O-])([O-])([O-])=O.[K+].[K+].[K+], predict the reaction product. The product is: [CH2:16]([C:9]1[C:8]([C:5]2[CH:4]=[N:3][C:2]([C:26]3[CH:31]=[CH:30][C:29]([O:32][CH:33]([CH3:34])[CH3:35])=[C:28]([C:36]([F:37])([F:39])[F:38])[CH:27]=3)=[N:7][CH:6]=2)=[CH:15][CH:14]=[CH:13][C:10]=1[CH:11]=[O:12])[CH3:17].